From a dataset of Full USPTO retrosynthesis dataset with 1.9M reactions from patents (1976-2016). Predict the reactants needed to synthesize the given product. (1) Given the product [Cl:8][C:5]1[CH:6]=[CH:7][C:2]([CH:11]2[CH2:13][CH2:12]2)=[CH:3][C:4]=1[O:9][CH3:10], predict the reactants needed to synthesize it. The reactants are: Br[C:2]1[CH:7]=[CH:6][C:5]([Cl:8])=[C:4]([O:9][CH3:10])[CH:3]=1.[CH:11]1([Mg]Br)[CH2:13][CH2:12]1.Cl. (2) Given the product [NH2:1][C:2]1[C:3]([CH:12]=[O:13])=[C:4]([C:8]([F:11])([F:9])[F:10])[N:5]=[CH:6][CH:7]=1, predict the reactants needed to synthesize it. The reactants are: [NH2:1][C:2]1[CH:7]=[CH:6][N:5]=[C:4]([C:8]([F:11])([F:10])[F:9])[C:3]=1[CH2:12][OH:13]. (3) The reactants are: [CH2:1]([S:3][C:4]1[C:5]([C:9]([O:11]CC)=[O:10])=[N:6][S:7][N:8]=1)[CH3:2].[Li+].[OH-].Cl. Given the product [CH2:1]([S:3][C:4]1[C:5]([C:9]([OH:11])=[O:10])=[N:6][S:7][N:8]=1)[CH3:2], predict the reactants needed to synthesize it. (4) Given the product [O:14]1[C:18]2[CH:19]=[CH:20][C:21]([C:23]3[C:24]4[CH2:38][O:37][C:36](=[O:39])[C:25]=4[CH:26]=[C:27]4[C:35]=3[C:31]3[O:32][CH2:33][O:34][C:30]=3[CH:29]=[C:28]4[Br:1])=[CH:22][C:17]=2[O:16][CH2:15]1, predict the reactants needed to synthesize it. The reactants are: [Br:1]N1C(=O)CCC1=O.OS(O)(=O)=O.[O:14]1[C:18]2[CH:19]=[CH:20][C:21]([C:23]3[C:24]4[CH2:38][O:37][C:36](=[O:39])[C:25]=4[CH:26]=[C:27]4[C:35]=3[C:31]3[O:32][CH2:33][O:34][C:30]=3[CH:29]=[CH:28]4)=[CH:22][C:17]=2[O:16][CH2:15]1. (5) Given the product [CH3:32][O:31][C:29](=[O:30])[C:28]1[CH:27]=[CH:26][C:25]([C:16]2[N:11]3[C:12]([S:13][C:9]([C:7]4[CH:6]=[N:5][C:4]([NH2:18])=[C:3]([C:2]([F:20])([F:19])[F:1])[CH:8]=4)=[N:10]3)=[N:14][CH:15]=2)=[CH:24][C:23]=1[O:22][CH3:21], predict the reactants needed to synthesize it. The reactants are: [F:1][C:2]([F:20])([F:19])[C:3]1[C:4]([NH2:18])=[N:5][CH:6]=[C:7]([C:9]2[S:13][C:12]3=[N:14][CH:15]=[C:16](I)[N:11]3[N:10]=2)[CH:8]=1.[CH3:21][O:22][C:23]1[CH:24]=[C:25](B(O)O)[CH:26]=[CH:27][C:28]=1[C:29]([O:31][CH3:32])=[O:30].C(Cl)Cl.C([O-])([O-])=O.[Na+].[Na+]. (6) Given the product [ClH:38].[ClH:38].[NH2:29][CH2:28][CH2:27][N:26]1[C:19]2[C:18]([NH:17][C:14]3[CH:15]=[CH:16][C:11]([O:10][C:9]4[C:4]5[CH:3]=[N:2][S:1][C:5]=5[CH:6]=[CH:7][CH:8]=4)=[C:12]([F:37])[CH:13]=3)=[N:23][CH:22]=[N:21][C:20]=2[CH:24]=[CH:25]1, predict the reactants needed to synthesize it. The reactants are: [S:1]1[C:5]2[CH:6]=[CH:7][CH:8]=[C:9]([O:10][C:11]3[CH:16]=[CH:15][C:14]([NH:17][C:18]4[C:19]5[N:26]([CH2:27][CH2:28][NH:29]C(=O)OC(C)(C)C)[CH:25]=[CH:24][C:20]=5[N:21]=[CH:22][N:23]=4)=[CH:13][C:12]=3[F:37])[C:4]=2[CH:3]=[N:2]1.[ClH:38].C(O)C. (7) Given the product [OH:26][CH2:27][C:28]1[C:29]2[C:33]([CH:34]=[CH:35][CH:36]=1)=[N:32][N:31]([C:37]1[CH:38]=[CH:39][C:40]([C:41]#[N:42])=[CH:43][CH:44]=1)[CH:30]=2, predict the reactants needed to synthesize it. The reactants are: CCCC[N+](CCCC)(CCCC)CCCC.[F-].[Si]([O:26][CH2:27][C:28]1[C:29]2[C:33]([CH:34]=[CH:35][CH:36]=1)=[N:32][N:31]([C:37]1[CH:44]=[CH:43][C:40]([C:41]#[N:42])=[CH:39][CH:38]=1)[CH:30]=2)(C(C)(C)C)(C)C. (8) Given the product [CH2:1]([N:8]1[CH2:12][C@H:11]([C:13]2[CH:14]=[CH:15][C:16]([F:19])=[CH:17][CH:18]=2)[C@@H:10]([C@H:20]([OH:22])[CH3:21])[CH2:9]1)[C:2]1[CH:3]=[CH:4][CH:5]=[CH:6][CH:7]=1, predict the reactants needed to synthesize it. The reactants are: [CH2:1]([N:8]1[CH2:12][C@H:11]([C:13]2[CH:18]=[CH:17][C:16]([F:19])=[CH:15][CH:14]=2)[C@@H:10]([C:20](=[O:22])[CH3:21])[CH2:9]1)[C:2]1[CH:7]=[CH:6][CH:5]=[CH:4][CH:3]=1.[H-].[H-].[H-].[H-].[Li+].[Al+3]. (9) Given the product [CH3:31][N:2]([CH3:1])[CH2:3][CH2:4][CH2:5][N:6]1[C:7]2[N:8]=[CH:9][C:10]([F:30])=[CH:11][C:12]=2[C:13](=[O:14])[N:15]([C@@H:16]2[CH2:21][CH2:20][C@H:19]([NH:22][C:23](=[O:29])[O:24][C:25]([CH3:26])([CH3:27])[CH3:28])[CH2:18][CH2:17]2)[C:32]1=[O:33], predict the reactants needed to synthesize it. The reactants are: [CH3:1][N:2]([CH3:31])[CH2:3][CH2:4][CH2:5][NH:6][C:7]1[C:12]([C:13]([NH:15][C@@H:16]2[CH2:21][CH2:20][C@H:19]([NH:22][C:23](=[O:29])[O:24][C:25]([CH3:28])([CH3:27])[CH3:26])[CH2:18][CH2:17]2)=[O:14])=[CH:11][C:10]([F:30])=[CH:9][N:8]=1.[C:32](N1C=CN=C1)(N1C=CN=C1)=[O:33].[H-].[Na+].